Dataset: Retrosynthesis with 50K atom-mapped reactions and 10 reaction types from USPTO. Task: Predict the reactants needed to synthesize the given product. (1) Given the product CNC(=O)C1CCC(c2csc(NC(=N)N)n2)C1, predict the reactants needed to synthesize it. The reactants are: CN.COC(=O)C1CCC(c2csc(NC(=N)N)n2)C1. (2) The reactants are: COC(=O)c1ccc(CNC(=O)N2C[C@H](C)N(c3ccc(C#N)c(Cl)c3)C[C@H]2C)cc1. Given the product C[C@H]1CN(C(=O)NCc2ccc(C(=O)O)cc2)[C@H](C)CN1c1ccc(C#N)c(Cl)c1, predict the reactants needed to synthesize it. (3) Given the product COc1cc(/C=C2\SC(=O)NC2=O)ccc1OCc1ccc(C(F)(F)F)cc1C(F)(F)F, predict the reactants needed to synthesize it. The reactants are: COc1cc(C=O)ccc1OCc1ccc(C(F)(F)F)cc1C(F)(F)F.O=C1CSC(=O)N1. (4) Given the product COC(=O)/C=C/c1ccc(C=O)c(F)c1, predict the reactants needed to synthesize it. The reactants are: C=CC(=O)OC.O=Cc1ccc(Br)cc1F. (5) Given the product O=c1cc(Oc2cccc(NCc3cccnc3)c2)c2ccccc2[nH]1, predict the reactants needed to synthesize it. The reactants are: Nc1cccc(Oc2cc(=O)[nH]c3ccccc23)c1.O=Cc1cccnc1. (6) Given the product C#CC1(S(N)(=O)=O)CC1, predict the reactants needed to synthesize it. The reactants are: C#CC1(S(=O)(=O)NC(=O)OC(C)(C)C)CC1. (7) Given the product COc1cc(N)c(Cl)cc1C(=O)NCC1CCN(CCCCCC(=O)c2ccc3c(c2)OCO3)CC1, predict the reactants needed to synthesize it. The reactants are: COc1cc(N)c(Cl)cc1C(=O)NCC1CCNCC1.O=C(CCCCCBr)c1ccc2c(c1)OCO2.